Dataset: Serine/threonine kinase 33 screen with 319,792 compounds. Task: Binary Classification. Given a drug SMILES string, predict its activity (active/inactive) in a high-throughput screening assay against a specified biological target. (1) The molecule is S(CC(=O)NCc1occc1)c1oc(nn1)CNC(=O)c1ccc(C(C)(C)C)cc1. The result is 0 (inactive). (2) The compound is O=C(N1CCC(CC1)C)Cn1c(=O)c2c(cc1)c(OCC(OCC)=O)ccc2. The result is 0 (inactive).